Task: Predict the product of the given reaction.. Dataset: Forward reaction prediction with 1.9M reactions from USPTO patents (1976-2016) (1) The product is: [Cl:1][C:2]1[N:7]=[CH:6][C:5](/[N:8]=[CH:12]/[C:11]2[C:10]([F:9])=[CH:17][C:16]([F:18])=[CH:15][C:14]=2[F:19])=[CH:4][CH:3]=1. Given the reactants [Cl:1][C:2]1[N:7]=[CH:6][C:5]([NH2:8])=[CH:4][CH:3]=1.[F:9][C:10]1[CH:17]=[C:16]([F:18])[CH:15]=[C:14]([F:19])[C:11]=1[CH:12]=O, predict the reaction product. (2) Given the reactants [CH2:1]([C:5]1[CH:6]=[C:7]2[N:12]([C:13]=1[C:14]([C:16]1[CH:21]=[CH:20][C:19]([CH2:22][CH2:23][CH2:24][N:25]([CH2:30][CH2:31][CH2:32][CH3:33])[CH2:26][CH2:27][CH2:28][CH3:29])=[CH:18][CH:17]=1)=[O:15])[CH:11]=[CH:10][C:9]([C:34]([N:36]([CH2:39][C:40]1[N:44](CCC#N)[N:43]=[N:42][N:41]=1)[CH2:37][CH3:38])=[O:35])=[CH:8]2)[CH2:2][CH2:3][CH3:4].[OH-].[Na+].[ClH:51], predict the reaction product. The product is: [ClH:51].[CH2:1]([C:5]1[CH:6]=[C:7]2[N:12]([C:13]=1[C:14]([C:16]1[CH:17]=[CH:18][C:19]([CH2:22][CH2:23][CH2:24][N:25]([CH2:30][CH2:31][CH2:32][CH3:33])[CH2:26][CH2:27][CH2:28][CH3:29])=[CH:20][CH:21]=1)=[O:15])[CH:11]=[CH:10][C:9]([C:34]([N:36]([CH2:37][CH3:38])[CH2:39][C:40]1[NH:41][N:42]=[N:43][N:44]=1)=[O:35])=[CH:8]2)[CH2:2][CH2:3][CH3:4]. (3) Given the reactants Cl.[CH:2]1([C:6]2[C:14]3[C:9](=[CH:10][C:11]([OH:15])=[CH:12][CH:13]=3)[NH:8][N:7]=2)[CH2:5][CH2:4][CH2:3]1.N1C=CN=C1.[CH3:21][C:22]([Si:25](Cl)([C:32]1[CH:37]=[CH:36][CH:35]=[CH:34][CH:33]=1)[C:26]1[CH:31]=[CH:30][CH:29]=[CH:28][CH:27]=1)([CH3:24])[CH3:23].O, predict the reaction product. The product is: [Si:25]([O:15][C:11]1[CH:10]=[C:9]2[C:14]([C:6]([CH:2]3[CH2:3][CH2:4][CH2:5]3)=[N:7][NH:8]2)=[CH:13][CH:12]=1)([C:22]([CH3:24])([CH3:23])[CH3:21])([C:32]1[CH:33]=[CH:34][CH:35]=[CH:36][CH:37]=1)[C:26]1[CH:31]=[CH:30][CH:29]=[CH:28][CH:27]=1. (4) Given the reactants C([O-])(O)=O.[Na+].[Cl:6][C:7]1[CH:12]=[CH:11][CH:10]=[C:9]([Cl:13])[C:8]=1[C:14]1[C:18]([C:19](Cl)=[O:20])=[C:17]([CH3:22])[O:16][N:15]=1.[CH2:23]([O:26][C:27](=[O:35])[C:28]1[CH:33]=[CH:32][CH:31]=[CH:30][C:29]=1[NH2:34])[CH:24]=[CH2:25], predict the reaction product. The product is: [CH2:23]([O:26][C:27](=[O:35])[C:28]1[CH:33]=[CH:32][CH:31]=[CH:30][C:29]=1[NH:34][C:19]([C:18]1[C:14]([C:8]2[C:7]([Cl:6])=[CH:12][CH:11]=[CH:10][C:9]=2[Cl:13])=[N:15][O:16][C:17]=1[CH3:22])=[O:20])[CH:24]=[CH2:25]. (5) Given the reactants Cl[C:2]1[C:7]([N+:8]([O-:10])=[O:9])=[CH:6][N:5]=[C:4]2[CH:11]=[CH:12][S:13][C:3]=12.[NH2:14][C@H:15]1[CH2:20][CH2:19][C@H:18]([CH2:21][OH:22])[CH2:17][CH2:16]1.C(N(CC)C(C)C)(C)C, predict the reaction product. The product is: [N+:8]([C:7]1[C:2]([NH:14][C@H:15]2[CH2:20][CH2:19][C@H:18]([CH2:21][OH:22])[CH2:17][CH2:16]2)=[C:3]2[S:13][CH:12]=[CH:11][C:4]2=[N:5][CH:6]=1)([O-:10])=[O:9]. (6) The product is: [NH2:11][C@H:12]1[CH2:17][C@@H:16]([C:18]([N:20]2[CH2:25][CH2:24][O:23][CH2:22][CH2:21]2)=[O:19])[CH2:15][N:14]([C:26]([O:28][C:29]([CH3:32])([CH3:31])[CH3:30])=[O:27])[CH2:13]1. Given the reactants C(OC([NH:11][C@H:12]1[CH2:17][C@@H:16]([C:18]([N:20]2[CH2:25][CH2:24][O:23][CH2:22][CH2:21]2)=[O:19])[CH2:15][N:14]([C:26]([O:28][C:29]([CH3:32])([CH3:31])[CH3:30])=[O:27])[CH2:13]1)=O)C1C=CC=CC=1, predict the reaction product. (7) Given the reactants [N:1]1([C:7]2[N:14]=[CH:13][CH:12]=[CH:11][C:8]=2[C:9]#[N:10])[CH2:6][CH2:5][NH:4][CH2:3][CH2:2]1.C(Cl)(Cl)Cl.C(N(CC)CC)C.[Cl:26][CH2:27][C:28](Cl)=[O:29], predict the reaction product. The product is: [Cl:26][CH2:27][C:28]([N:4]1[CH2:3][CH2:2][N:1]([C:7]2[N:14]=[CH:13][CH:12]=[CH:11][C:8]=2[C:9]#[N:10])[CH2:6][CH2:5]1)=[O:29]. (8) Given the reactants Cl[C:2]1[N:11]=[C:10]([C:12]2[CH:13]=[C:14]([NH:18][C:19](=[O:25])[O:20][C:21]([CH3:24])([CH3:23])[CH3:22])[CH:15]=[CH:16][CH:17]=2)[C:9]2[C:4](=[CH:5][C:6]([O:28][CH3:29])=[C:7]([O:26][CH3:27])[CH:8]=2)[N:3]=1.[CH3:30][NH2:31].[Cl-].[Na+], predict the reaction product. The product is: [CH3:27][O:26][C:7]1[CH:8]=[C:9]2[C:4](=[CH:5][C:6]=1[O:28][CH3:29])[N:3]=[C:2]([NH:31][CH3:30])[N:11]=[C:10]2[C:12]1[CH:13]=[C:14]([NH:18][C:19](=[O:25])[O:20][C:21]([CH3:24])([CH3:23])[CH3:22])[CH:15]=[CH:16][CH:17]=1. (9) Given the reactants [CH3:1][O:2][C:3]1[CH:4]=[N:5][C:6]([N:11]2[C:20](=[O:21])[C:19]3[C:14](=[CH:15][C:16]([C:22]([OH:24])=O)=[CH:17][CH:18]=3)[NH:13][C:12]2=[S:25])=[N:7][C:8]=1[O:9][CH3:10].[N:26]1[CH:31]=[CH:30][CH:29]=[CH:28][C:27]=1[CH2:32][NH2:33].CCN(C(C)C)C(C)C.CN(C(ON1N=NC2C=CC=NC1=2)=[N+](C)C)C.F[P-](F)(F)(F)(F)F, predict the reaction product. The product is: [CH3:10][O:9][C:8]1[C:3]([O:2][CH3:1])=[CH:4][N:5]=[C:6]([N:11]2[C:20](=[O:21])[C:19]3[C:14](=[CH:15][C:16]([C:22]([NH:33][CH2:32][C:27]4[CH:28]=[CH:29][CH:30]=[CH:31][N:26]=4)=[O:24])=[CH:17][CH:18]=3)[NH:13][C:12]2=[S:25])[N:7]=1.